Dataset: Full USPTO retrosynthesis dataset with 1.9M reactions from patents (1976-2016). Task: Predict the reactants needed to synthesize the given product. Given the product [C:1]([O:5][C:6](=[O:27])[NH:7][C:8]([C:10]1[S:11][C:12]([S:25][CH3:26])=[C:13]([S:15]([C:18]2[CH:19]=[C:20]([C:34]3[CH:35]=[C:30]([CH2:29][OH:28])[CH:31]=[CH:32][C:33]=3[CH3:40])[CH:21]=[CH:22][CH:23]=2)(=[O:17])=[O:16])[CH:14]=1)=[NH:9])([CH3:4])([CH3:3])[CH3:2], predict the reactants needed to synthesize it. The reactants are: [C:1]([O:5][C:6](=[O:27])[NH:7][C:8]([C:10]1[S:11][C:12]([S:25][CH3:26])=[C:13]([S:15]([C:18]2[CH:23]=[CH:22][CH:21]=[C:20](Br)[CH:19]=2)(=[O:17])=[O:16])[CH:14]=1)=[NH:9])([CH3:4])([CH3:3])[CH3:2].[OH:28][CH2:29][C:30]1[C:31](C)=[C:32](B(O)O)[CH:33]=[CH:34][CH:35]=1.[C:40]([O-])([O-])=O.[Na+].[Na+].C(O)C.